From a dataset of Reaction yield outcomes from USPTO patents with 853,638 reactions. Predict the reaction yield, written as a fraction of the theoretical maximum amount of product (1.0 means a 100% yield; for example, 0.34 means a 34% yield). (1) The reactants are [N+]([O-])([O-])=O.[NH4+].[NH4+].[Ce+4].[N+]([O-])([O-])=O.[N+]([O-])([O-])=O.[N+]([O-])([O-])=O.[N+]([O-])([O-])=O.[N+]([O-])([O-])=O.C(#N)C.[Cl:31][C:32]1[CH:40]=[C:39]2[C:35]([C:36]3([C@@H:45]([C:46]4[CH:51]=[CH:50][N:49]=[C:48]([Cl:52])[CH:47]=4)[C@H:44]([C:53]([NH:55][C@@H:56]4[CH2:61][CH2:60][C@@H:59]([C:62]([OH:65])([CH3:64])[CH3:63])[O:58][CH2:57]4)=[O:54])[N:43]([C@H](C4C=CC=CC=4)[C@@H](O)C4C=CC=CC=4)[C:42]43[CH2:85][CH2:84][C:83]([CH3:87])([CH3:86])[CH2:82][CH2:81]4)[C:37](=[O:41])[NH:38]2)=[CH:34][CH:33]=1.C(=O)([O-])[O-].[K+].[K+]. The catalyst is O. The product is [Cl:31][C:32]1[CH:40]=[C:39]2[C:35]([C@@:36]3([C@@H:45]([C:46]4[CH:51]=[CH:50][N:49]=[C:48]([Cl:52])[CH:47]=4)[C@H:44]([C:53]([NH:55][C@@H:56]4[CH2:61][CH2:60][C@@H:59]([C:62]([OH:65])([CH3:64])[CH3:63])[O:58][CH2:57]4)=[O:54])[NH:43][C:42]43[CH2:85][CH2:84][C:83]([CH3:87])([CH3:86])[CH2:82][CH2:81]4)[C:37](=[O:41])[NH:38]2)=[CH:34][CH:33]=1. The yield is 0.530. (2) The reactants are C(O[C:4](=[O:20])[C:5](=[CH:11][NH:12][C:13]1[CH2:18][CH2:17][CH2:16][C:15](=[O:19])[CH:14]=1)[C:6]([O:8][CH2:9][CH3:10])=[O:7])C.C1(OC2C=CC=CC=2)C=CC=CC=1. The catalyst is CCCCCC. The product is [CH2:9]([O:8][C:6]([C:5]1[C:4](=[O:20])[C:14]2[C:15](=[O:19])[CH2:16][CH2:17][CH2:18][C:13]=2[NH:12][CH:11]=1)=[O:7])[CH3:10]. The yield is 0.720. (3) The reactants are [BH4-].[Na+].[O:3]1[C:7]2([CH2:12][CH2:11][C:10](=[O:13])[CH2:9][CH2:8]2)[O:6][CH2:5][CH2:4]1.O. The catalyst is C(O)C. The product is [O:3]1[C:7]2([CH2:12][CH2:11][CH:10]([OH:13])[CH2:9][CH2:8]2)[O:6][CH2:5][CH2:4]1. The yield is 0.820. (4) The reactants are C1(C)C=CC=CC=1.CS(O[CH2:13][C:14]1[S:22][C:21]2[CH2:20][CH2:19][N:18]([C:23]([O:25][C:26]([CH3:29])([CH3:28])[CH3:27])=[O:24])[CH2:17][C:16]=2[CH:15]=1)(=O)=O.C(=O)([O-])[O-].[K+].[K+].[NH:36]1[CH2:40][CH2:39][CH2:38][CH2:37]1. The catalyst is C(OCC)(=O)C. The product is [N:36]1([CH2:13][C:14]2[S:22][C:21]3[CH2:20][CH2:19][N:18]([C:23]([O:25][C:26]([CH3:29])([CH3:28])[CH3:27])=[O:24])[CH2:17][C:16]=3[CH:15]=2)[CH2:40][CH2:39][CH2:38][CH2:37]1. The yield is 0.350. (5) The reactants are [NH2:1][C:2]1[CH:3]=[C:4]([CH:21]=[CH:22][C:23]=1[O:24][CH:25]1[CH2:27][CH2:26]1)[C:5]([NH:7][C:8]1[CH:9]=[N:10][C:11]([C:14]2[CH:19]=[CH:18][CH:17]=[CH:16][C:15]=2[F:20])=[CH:12][CH:13]=1)=[O:6].Cl.[CH:29]1([N:32]2[CH2:37][CH2:36][N:35]([C:38]3([C:41](O)=[O:42])[CH2:40][CH2:39]3)[CH2:34][CH2:33]2)[CH2:31][CH2:30]1.C(N(C(C)C)C(C)C)C.C1CN([P+](ON2N=NC3C=CC=CC2=3)(N2CCCC2)N2CCCC2)CC1.F[P-](F)(F)(F)(F)F. The catalyst is CN(C=O)C. The product is [CH:25]1([O:24][C:23]2[CH:22]=[CH:21][C:4]([C:5]([NH:7][C:8]3[CH:9]=[N:10][C:11]([C:14]4[CH:19]=[CH:18][CH:17]=[CH:16][C:15]=4[F:20])=[CH:12][CH:13]=3)=[O:6])=[CH:3][C:2]=2[NH:1][C:41]([C:38]2([N:35]3[CH2:36][CH2:37][N:32]([CH:29]4[CH2:30][CH2:31]4)[CH2:33][CH2:34]3)[CH2:40][CH2:39]2)=[O:42])[CH2:26][CH2:27]1. The yield is 0.140.